Regression. Given two drug SMILES strings and cell line genomic features, predict the synergy score measuring deviation from expected non-interaction effect. From a dataset of NCI-60 drug combinations with 297,098 pairs across 59 cell lines. (1) Drug 1: CN1CCC(CC1)COC2=C(C=C3C(=C2)N=CN=C3NC4=C(C=C(C=C4)Br)F)OC. Drug 2: C1=CN(C=N1)CC(O)(P(=O)(O)O)P(=O)(O)O. Cell line: MOLT-4. Synergy scores: CSS=12.3, Synergy_ZIP=-1.65, Synergy_Bliss=3.14, Synergy_Loewe=-1.40, Synergy_HSA=2.52. (2) Drug 1: CC1=C(C(CCC1)(C)C)C=CC(=CC=CC(=CC(=O)O)C)C. Drug 2: CS(=O)(=O)OCCCCOS(=O)(=O)C. Cell line: SW-620. Synergy scores: CSS=10.2, Synergy_ZIP=-2.16, Synergy_Bliss=-0.888, Synergy_Loewe=-1.53, Synergy_HSA=-2.42. (3) Synergy scores: CSS=45.8, Synergy_ZIP=-3.14, Synergy_Bliss=-1.22, Synergy_Loewe=-9.72, Synergy_HSA=-0.240. Drug 2: CC1=C(C(=O)C2=C(C1=O)N3CC4C(C3(C2COC(=O)N)OC)N4)N. Drug 1: CCN(CC)CCCC(C)NC1=C2C=C(C=CC2=NC3=C1C=CC(=C3)Cl)OC. Cell line: MOLT-4. (4) Drug 1: C1=NC2=C(N1)C(=S)N=C(N2)N. Drug 2: CC1=C2C(C(=O)C3(C(CC4C(C3C(C(C2(C)C)(CC1OC(=O)C(C(C5=CC=CC=C5)NC(=O)C6=CC=CC=C6)O)O)OC(=O)C7=CC=CC=C7)(CO4)OC(=O)C)O)C)OC(=O)C. Cell line: TK-10. Synergy scores: CSS=30.8, Synergy_ZIP=-11.6, Synergy_Bliss=-5.23, Synergy_Loewe=-4.34, Synergy_HSA=-3.88. (5) Drug 1: CN(C)C1=NC(=NC(=N1)N(C)C)N(C)C. Drug 2: COC1=C2C(=CC3=C1OC=C3)C=CC(=O)O2. Cell line: NCIH23. Synergy scores: CSS=-1.73, Synergy_ZIP=0.358, Synergy_Bliss=-0.501, Synergy_Loewe=-1.12, Synergy_HSA=-1.44. (6) Drug 1: C1=CC(=CC=C1CCCC(=O)O)N(CCCl)CCCl. Drug 2: CCN(CC)CCNC(=O)C1=C(NC(=C1C)C=C2C3=C(C=CC(=C3)F)NC2=O)C. Cell line: A498. Synergy scores: CSS=21.4, Synergy_ZIP=-6.22, Synergy_Bliss=-3.14, Synergy_Loewe=-3.83, Synergy_HSA=-3.80. (7) Drug 1: CC1=C(C=C(C=C1)NC2=NC=CC(=N2)N(C)C3=CC4=NN(C(=C4C=C3)C)C)S(=O)(=O)N.Cl. Drug 2: C1C(C(OC1N2C=C(C(=O)NC2=O)F)CO)O. Cell line: SK-MEL-5. Synergy scores: CSS=30.3, Synergy_ZIP=-5.22, Synergy_Bliss=-4.71, Synergy_Loewe=-35.7, Synergy_HSA=-6.36.